This data is from Forward reaction prediction with 1.9M reactions from USPTO patents (1976-2016). The task is: Predict the product of the given reaction. The product is: [CH2:1]([N:8]1[C:9]([C:14]2[CH:19]=[CH:18][C:17]([O:20][CH2:21][CH2:22][CH2:23][C:24]([F:26])([F:27])[F:25])=[CH:16][CH:15]=2)([C:10]([F:12])([F:11])[F:13])[C:28]2([CH2:30][CH2:29]2)[C:31]1=[O:32])[C:2]1[CH:7]=[CH:6][CH:5]=[CH:4][CH:3]=1. Given the reactants [CH2:1]([NH:8][C:9]([C:28]1([C:31](O)=[O:32])[CH2:30][CH2:29]1)([C:14]1[CH:19]=[CH:18][C:17]([O:20][CH2:21][CH2:22][CH2:23][C:24]([F:27])([F:26])[F:25])=[CH:16][CH:15]=1)[C:10]([F:13])([F:12])[F:11])[C:2]1[CH:7]=[CH:6][CH:5]=[CH:4][CH:3]=1.C(Cl)(=O)C(Cl)=O, predict the reaction product.